Dataset: NCI-60 drug combinations with 297,098 pairs across 59 cell lines. Task: Regression. Given two drug SMILES strings and cell line genomic features, predict the synergy score measuring deviation from expected non-interaction effect. (1) Drug 1: CCC(=C(C1=CC=CC=C1)C2=CC=C(C=C2)OCCN(C)C)C3=CC=CC=C3.C(C(=O)O)C(CC(=O)O)(C(=O)O)O. Drug 2: C1=NNC2=C1C(=O)NC=N2. Cell line: LOX IMVI. Synergy scores: CSS=-2.04, Synergy_ZIP=-0.389, Synergy_Bliss=-0.504, Synergy_Loewe=-4.81, Synergy_HSA=-4.36. (2) Drug 1: CC1=CC2C(CCC3(C2CCC3(C(=O)C)OC(=O)C)C)C4(C1=CC(=O)CC4)C. Drug 2: CC1=C(C(=CC=C1)Cl)NC(=O)C2=CN=C(S2)NC3=CC(=NC(=N3)C)N4CCN(CC4)CCO. Cell line: UACC-257. Synergy scores: CSS=-8.88, Synergy_ZIP=3.54, Synergy_Bliss=1.31, Synergy_Loewe=-4.60, Synergy_HSA=-4.10. (3) Drug 2: C1=CC=C(C(=C1)C(C2=CC=C(C=C2)Cl)C(Cl)Cl)Cl. Synergy scores: CSS=-1.70, Synergy_ZIP=0.0908, Synergy_Bliss=2.64, Synergy_Loewe=0.363, Synergy_HSA=0.303. Drug 1: C1CC(=O)NC(=O)C1N2CC3=C(C2=O)C=CC=C3N. Cell line: SK-MEL-2. (4) Drug 1: C1=NC2=C(N1)C(=S)N=C(N2)N. Drug 2: CC1CCC2CC(C(=CC=CC=CC(CC(C(=O)C(C(C(=CC(C(=O)CC(OC(=O)C3CCCCN3C(=O)C(=O)C1(O2)O)C(C)CC4CCC(C(C4)OC)O)C)C)O)OC)C)C)C)OC. Cell line: DU-145. Synergy scores: CSS=33.1, Synergy_ZIP=-14.9, Synergy_Bliss=-12.7, Synergy_Loewe=-5.83, Synergy_HSA=-4.31.